The task is: Predict the product of the given reaction.. This data is from Forward reaction prediction with 1.9M reactions from USPTO patents (1976-2016). (1) Given the reactants C(N(CC)CC)C.[NH2:8][C:9]1[C:10]([O:22][CH3:23])=[C:11]([CH:15]=[C:16]([C:18]([CH3:21])([CH3:20])[CH3:19])[CH:17]=1)[C:12]([NH2:14])=[O:13].C1([O:30][C:31](=O)[NH:32][C:33]2[C:42]3[C:37](=[CH:38][CH:39]=[CH:40][CH:41]=3)[C:36]([O:43][C:44]3[CH:49]=[CH:48][N:47]=[C:46]([NH:50][C:51]4[CH:56]=[C:55]([O:57][CH2:58][CH2:59][O:60][CH2:61][CH2:62][O:63][CH2:64][CH2:65][O:66][CH3:67])[CH:54]=[C:53]([O:68][CH3:69])[CH:52]=4)[CH:45]=3)=[CH:35][CH:34]=2)C=CC=CC=1, predict the reaction product. The product is: [C:18]([C:16]1[CH:17]=[C:9]([NH:8][C:31]([NH:32][C:33]2[C:42]3[C:37](=[CH:38][CH:39]=[CH:40][CH:41]=3)[C:36]([O:43][C:44]3[CH:49]=[CH:48][N:47]=[C:46]([NH:50][C:51]4[CH:56]=[C:55]([O:57][CH2:58][CH2:59][O:60][CH2:61][CH2:62][O:63][CH2:64][CH2:65][O:66][CH3:67])[CH:54]=[C:53]([O:68][CH3:69])[CH:52]=4)[CH:45]=3)=[CH:35][CH:34]=2)=[O:30])[C:10]([O:22][CH3:23])=[C:11]([CH:15]=1)[C:12]([NH2:14])=[O:13])([CH3:20])([CH3:19])[CH3:21]. (2) Given the reactants [CH3:1][O:2][C:3]1[CH:4]=[C:5](/[CH:9]=[CH:10]/[C:11]([OH:13])=[O:12])[CH:6]=[CH:7][CH:8]=1.Cl.[CH2:15](O)[CH3:16], predict the reaction product. The product is: [CH3:1][O:2][C:3]1[CH:4]=[C:5](/[CH:9]=[CH:10]/[C:11]([O:13][CH2:15][CH3:16])=[O:12])[CH:6]=[CH:7][CH:8]=1. (3) Given the reactants [Br:1][C:2]1[CH:3]=[C:4]([N+:11]([O-:13])=[O:12])[C:5]([CH3:10])=[C:6]([CH:9]=1)[CH:7]=[O:8].I[C:15]1[N:16]=[CH:17][N:18]([S:20]([N:23]([CH3:25])[CH3:24])(=[O:22])=[O:21])[CH:19]=1.[Cl-].[NH4+], predict the reaction product. The product is: [Br:1][C:2]1[CH:3]=[C:4]([N+:11]([O-:13])=[O:12])[C:5]([CH3:10])=[C:6]([CH:7]([OH:8])[C:15]2[N:16]=[CH:17][N:18]([S:20]([N:23]([CH3:25])[CH3:24])(=[O:22])=[O:21])[CH:19]=2)[CH:9]=1. (4) Given the reactants [S:1]1[CH:5]=[CH:4][CH:3]=[C:2]1[CH2:6][C:7]([OH:9])=O.[NH2:10][CH:11]([CH2:19][CH3:20])[C:12]([O:14][CH2:15][CH:16]([CH3:18])[CH3:17])=[O:13], predict the reaction product. The product is: [CH2:15]([O:14][C:12](=[O:13])[CH:11]([NH:10][C:7](=[O:9])[CH2:6][C:2]1[S:1][CH:5]=[CH:4][CH:3]=1)[CH2:19][CH3:20])[CH:16]([CH3:17])[CH3:18].